From a dataset of NCI-60 drug combinations with 297,098 pairs across 59 cell lines. Regression. Given two drug SMILES strings and cell line genomic features, predict the synergy score measuring deviation from expected non-interaction effect. (1) Drug 1: CC12CCC(CC1=CCC3C2CCC4(C3CC=C4C5=CN=CC=C5)C)O. Drug 2: CC1=C(C=C(C=C1)NC(=O)C2=CC=C(C=C2)CN3CCN(CC3)C)NC4=NC=CC(=N4)C5=CN=CC=C5. Cell line: HS 578T. Synergy scores: CSS=4.18, Synergy_ZIP=-0.892, Synergy_Bliss=0.272, Synergy_Loewe=-4.09, Synergy_HSA=-2.74. (2) Drug 1: CC1=C2C(C(=O)C3(C(CC4C(C3C(C(C2(C)C)(CC1OC(=O)C(C(C5=CC=CC=C5)NC(=O)OC(C)(C)C)O)O)OC(=O)C6=CC=CC=C6)(CO4)OC(=O)C)OC)C)OC. Drug 2: CC1=C(C(=CC=C1)Cl)NC(=O)C2=CN=C(S2)NC3=CC(=NC(=N3)C)N4CCN(CC4)CCO. Cell line: MCF7. Synergy scores: CSS=24.3, Synergy_ZIP=-2.96, Synergy_Bliss=-6.58, Synergy_Loewe=-8.91, Synergy_HSA=-5.40. (3) Drug 1: C(CCl)NC(=O)N(CCCl)N=O. Drug 2: C(CN)CNCCSP(=O)(O)O. Cell line: IGROV1. Synergy scores: CSS=1.18, Synergy_ZIP=-1.66, Synergy_Bliss=-0.448, Synergy_Loewe=-4.42, Synergy_HSA=-1.90. (4) Drug 1: CC1=C2C(C(=O)C3(C(CC4C(C3C(C(C2(C)C)(CC1OC(=O)C(C(C5=CC=CC=C5)NC(=O)C6=CC=CC=C6)O)O)OC(=O)C7=CC=CC=C7)(CO4)OC(=O)C)O)C)OC(=O)C. Drug 2: C1CC(=O)NC(=O)C1N2C(=O)C3=CC=CC=C3C2=O. Cell line: SNB-19. Synergy scores: CSS=38.7, Synergy_ZIP=-0.887, Synergy_Bliss=1.53, Synergy_Loewe=-57.4, Synergy_HSA=0.115. (5) Drug 1: CC1C(C(CC(O1)OC2CC(CC3=C2C(=C4C(=C3O)C(=O)C5=C(C4=O)C(=CC=C5)OC)O)(C(=O)C)O)N)O.Cl. Drug 2: COC1=C2C(=CC3=C1OC=C3)C=CC(=O)O2. Cell line: NCI/ADR-RES. Synergy scores: CSS=6.82, Synergy_ZIP=3.07, Synergy_Bliss=12.5, Synergy_Loewe=6.34, Synergy_HSA=7.61. (6) Drug 1: CS(=O)(=O)CCNCC1=CC=C(O1)C2=CC3=C(C=C2)N=CN=C3NC4=CC(=C(C=C4)OCC5=CC(=CC=C5)F)Cl. Drug 2: COC1=C2C(=CC3=C1OC=C3)C=CC(=O)O2. Cell line: OVCAR-5. Synergy scores: CSS=5.56, Synergy_ZIP=-1.82, Synergy_Bliss=-1.75, Synergy_Loewe=-6.35, Synergy_HSA=-0.122. (7) Drug 1: C(CC(=O)O)C(=O)CN.Cl. Drug 2: C1C(C(OC1N2C=NC(=NC2=O)N)CO)O. Cell line: SN12C. Synergy scores: CSS=3.71, Synergy_ZIP=-4.76, Synergy_Bliss=-1.51, Synergy_Loewe=-3.01, Synergy_HSA=-2.69. (8) Drug 1: CC1=C(C=C(C=C1)NC2=NC=CC(=N2)N(C)C3=CC4=NN(C(=C4C=C3)C)C)S(=O)(=O)N.Cl. Drug 2: CS(=O)(=O)OCCCCOS(=O)(=O)C. Cell line: NCIH23. Synergy scores: CSS=7.21, Synergy_ZIP=-1.78, Synergy_Bliss=-1.51, Synergy_Loewe=-1.89, Synergy_HSA=-2.14. (9) Drug 1: CS(=O)(=O)CCNCC1=CC=C(O1)C2=CC3=C(C=C2)N=CN=C3NC4=CC(=C(C=C4)OCC5=CC(=CC=C5)F)Cl. Drug 2: CN(C(=O)NC(C=O)C(C(C(CO)O)O)O)N=O. Cell line: NCI-H226. Synergy scores: CSS=-5.63, Synergy_ZIP=3.55, Synergy_Bliss=3.99, Synergy_Loewe=-3.63, Synergy_HSA=-3.05. (10) Drug 1: CC1=C2C(C(=O)C3(C(CC4C(C3C(C(C2(C)C)(CC1OC(=O)C(C(C5=CC=CC=C5)NC(=O)OC(C)(C)C)O)O)OC(=O)C6=CC=CC=C6)(CO4)OC(=O)C)OC)C)OC. Drug 2: C1=CC(=CC=C1CCCC(=O)O)N(CCCl)CCCl. Cell line: EKVX. Synergy scores: CSS=39.4, Synergy_ZIP=-10.8, Synergy_Bliss=-7.54, Synergy_Loewe=-48.4, Synergy_HSA=-2.92.